From a dataset of Full USPTO retrosynthesis dataset with 1.9M reactions from patents (1976-2016). Predict the reactants needed to synthesize the given product. (1) Given the product [N+:1]([C:4]1[CH:5]=[CH:6][C:7]2[O:12][C@@:11]([CH3:18])([CH:13]([O:16][CH3:17])[O:14][CH3:15])[C@@H:10]([OH:19])[C@H:9]([N:28]([C:25]3[CH:26]=[CH:27][C:22]([Cl:21])=[CH:23][CH:24]=3)[CH2:29][C:30]3[NH:31][CH:32]=[CH:33][N:34]=3)[C:8]=2[CH:20]=1)([O-:3])=[O:2], predict the reactants needed to synthesize it. The reactants are: [N+:1]([C:4]1[CH:5]=[CH:6][C:7]2[O:12][C@@:11]([CH3:18])([CH:13]([O:16][CH3:17])[O:14][CH3:15])[C@H:10]3[O:19][C@H:9]3[C:8]=2[CH:20]=1)([O-:3])=[O:2].[Cl:21][C:22]1[CH:27]=[CH:26][C:25]([NH:28][CH2:29][C:30]2[NH:31][CH:32]=[CH:33][N:34]=2)=[CH:24][CH:23]=1. (2) The reactants are: [CH3:1][O:2][C:3]1[S:7][C:6]2=[N:8][C:9]([C:11]3[C:19]4[C:14](=[CH:15][CH:16]=[C:17]([O:20][C:21]([F:24])([F:23])[F:22])[CH:18]=4)[NH:13][C:12]=3[C:25]([O:27]C)=O)=[CH:10][N:5]2[N:4]=1.BrC1SC2=NC([C:38]3[C:46]4[C:41](=[CH:42][CH:43]=[C:44](OC(F)(F)F)[CH:45]=4)NC=3C(OCC)=O)=CN2N=1.C[O-].[Na+].C(Cl)[Cl:61].CO. Given the product [Cl:61][C:41]1[CH:42]=[CH:43][CH:44]=[CH:45][C:46]=1[CH2:38][N:13]1[C:14]2[C:19](=[CH:18][C:17]([O:20][C:21]([F:24])([F:22])[F:23])=[CH:16][CH:15]=2)[C:11]([C:9]2[N:8]=[C:6]3[N:5]([CH:10]=2)[N:4]=[C:3]([O:2][CH3:1])[S:7]3)=[C:12]1[CH2:25][OH:27], predict the reactants needed to synthesize it. (3) The reactants are: [F:1][C:2]1[CH:7]=[CH:6][C:5]([N:8]2[C:16]3[C:11](=[CH:12][C:13]([CH:17]=[C:18]([C:23]([O:25][CH3:26])=[O:24])[C:19]([O:21][CH3:22])=[O:20])=[CH:14][CH:15]=3)[CH:10]=[N:9]2)=[CH:4][CH:3]=1.[C:27]1([Mg]Br)[CH:32]=[CH:31][CH:30]=[CH:29][CH:28]=1. Given the product [F:1][C:2]1[CH:7]=[CH:6][C:5]([N:8]2[C:16]3[C:11](=[CH:12][C:13]([CH:17]([C:27]4[CH:32]=[CH:31][CH:30]=[CH:29][CH:28]=4)[CH:18]([C:23]([O:25][CH3:26])=[O:24])[C:19]([O:21][CH3:22])=[O:20])=[CH:14][CH:15]=3)[CH:10]=[N:9]2)=[CH:4][CH:3]=1, predict the reactants needed to synthesize it. (4) Given the product [Cl:33][C:9]1[C:4]2[S:3][C:2]([NH2:1])=[N:21][C:5]=2[N:6]=[C:7]([S:11][CH2:12][C:13]2[CH:18]=[CH:17][CH:16]=[C:15]([F:19])[C:14]=2[F:20])[N:8]=1, predict the reactants needed to synthesize it. The reactants are: [NH2:1][C:2]1[S:3][C:4]2[C:9](=O)[NH:8][C:7]([S:11][CH2:12][C:13]3[CH:18]=[CH:17][CH:16]=[C:15]([F:19])[C:14]=3[F:20])=[N:6][C:5]=2[N:21]=1.CN(C)C1C=CC=CC=1.P(Cl)(Cl)([Cl:33])=O. (5) Given the product [Cl:22][C:23]1[CH:28]=[CH:27][C:26]([O:29][C:15]2[CH:14]=[C:13]([CH:18]=[CH:17][CH:16]=2)[O:12][C:9]2[CH:10]=[CH:11][C:6]([CH2:5][CH2:4][C:3]([OH:2])=[O:21])=[C:7]([CH3:20])[CH:8]=2)=[CH:25][CH:24]=1, predict the reactants needed to synthesize it. The reactants are: C[O:2][C:3](=[O:21])[CH2:4][CH2:5][C:6]1[CH:11]=[CH:10][C:9]([O:12][C:13]2[CH:18]=[CH:17][CH:16]=[C:15](Br)[CH:14]=2)=[CH:8][C:7]=1[CH3:20].[Cl:22][C:23]1[CH:28]=[CH:27][C:26]([OH:29])=[CH:25][CH:24]=1. (6) Given the product [N+:1]([CH2:4][CH2:5][CH2:6][C:8]1[CH:13]=[CH:12][CH:11]=[CH:10][CH:9]=1)([O-:3])=[O:2], predict the reactants needed to synthesize it. The reactants are: [N+:1]([CH2:4][CH2:5][C:6]([C:8]1[CH:13]=[CH:12][CH:11]=[CH:10][CH:9]=1)=O)([O-:3])=[O:2].